Dataset: Full USPTO retrosynthesis dataset with 1.9M reactions from patents (1976-2016). Task: Predict the reactants needed to synthesize the given product. (1) Given the product [C:1]([NH:8][C:9]1[CH:13]=[C:12]([C:14]([CH3:17])([CH3:16])[CH3:15])[S:11][C:10]=1[C:18]([OH:20])=[O:19])([O:3][C:4]([CH3:7])([CH3:6])[CH3:5])=[O:2], predict the reactants needed to synthesize it. The reactants are: [C:1]([NH:8][C:9]1[CH:13]=[C:12]([C:14]([CH3:17])([CH3:16])[CH3:15])[S:11][C:10]=1[C:18]([O:20]C)=[O:19])([O:3][C:4]([CH3:7])([CH3:6])[CH3:5])=[O:2].C1COCC1.CO.[OH-].[Na+]. (2) Given the product [C:1]([O:5][C:6]([N:8]1[CH2:13][CH2:12][CH:11]([N:14]([C:15]2[CH:20]=[CH:19][CH:18]=[CH:17][C:16]=2[Cl:21])[CH3:24])[CH2:10][CH2:9]1)=[O:7])([CH3:4])([CH3:2])[CH3:3], predict the reactants needed to synthesize it. The reactants are: [C:1]([O:5][C:6]([N:8]1[CH2:13][CH2:12][CH:11]([NH:14][C:15]2[CH:20]=[CH:19][CH:18]=[CH:17][C:16]=2[Cl:21])[CH2:10][CH2:9]1)=[O:7])([CH3:4])([CH3:3])[CH3:2].[H-].[Na+].[CH3:24]I. (3) Given the product [C:1]1([C:12]2[CH:17]=[CH:16][CH:15]=[CH:14][CH:13]=2)[CH:6]=[CH:5][C:4]([O:7][CH2:8][C:9]([Cl:20])=[O:10])=[CH:3][CH:2]=1, predict the reactants needed to synthesize it. The reactants are: [C:1]1([C:12]2[CH:17]=[CH:16][CH:15]=[CH:14][CH:13]=2)[CH:6]=[CH:5][C:4]([O:7][CH2:8][C:9](O)=[O:10])=[CH:3][CH:2]=1.O=S(Cl)[Cl:20]. (4) Given the product [Cl:23][C:9]1[N:10]=[CH:11][N:12]([C:13]2[CH:18]=[CH:17][C:16]([S:19]([CH3:22])(=[O:20])=[O:21])=[CH:15][CH:14]=2)[C:8]=1[C:5]1[CH:6]=[CH:7][C:2]([N:1]2[C:27](=[O:28])[CH2:26][CH2:25][C:24]2=[O:29])=[CH:3][CH:4]=1, predict the reactants needed to synthesize it. The reactants are: [NH2:1][C:2]1[CH:7]=[CH:6][C:5]([C:8]2[N:12]([C:13]3[CH:18]=[CH:17][C:16]([S:19]([CH3:22])(=[O:21])=[O:20])=[CH:15][CH:14]=3)[CH:11]=[N:10][C:9]=2[Cl:23])=[CH:4][CH:3]=1.[C:24]1(=O)[O:29][C:27](=[O:28])[CH2:26][CH2:25]1.C1(C)C=CC=CC=1. (5) Given the product [CH3:11][O:10][C:4]1[CH:3]=[C:2]([C:17]2[CH:18]=[CH:19][C:14]([C:13]([F:24])([F:23])[F:12])=[CH:15][CH:16]=2)[CH:9]=[CH:8][C:5]=1[C:6]#[N:7], predict the reactants needed to synthesize it. The reactants are: Br[C:2]1[CH:9]=[CH:8][C:5]([C:6]#[N:7])=[C:4]([O:10][CH3:11])[CH:3]=1.[F:12][C:13]([F:24])([F:23])[C:14]1[CH:19]=[CH:18][C:17](B(O)O)=[CH:16][CH:15]=1.[F-].[K+]. (6) Given the product [Cl:1][C:2]1[C:3]([O:23][CH:24]([CH3:26])[CH3:25])=[C:4](/[C:17](/[CH3:22])=[C:18](/[F:21])\[CH:19]=[O:20])[CH:5]=[C:6]2[C:11]=1[O:10][C:9]([CH3:12])([CH3:13])[CH:8]=[C:7]2[CH:14]([CH3:16])[CH3:15], predict the reactants needed to synthesize it. The reactants are: [Cl:1][C:2]1[C:3]([O:23][CH:24]([CH3:26])[CH3:25])=[C:4](/[C:17](/[CH3:22])=[C:18](/[F:21])\[CH2:19][OH:20])[CH:5]=[C:6]2[C:11]=1[O:10][C:9]([CH3:13])([CH3:12])[CH:8]=[C:7]2[CH:14]([CH3:16])[CH3:15].C([N+](CCC)(CCC)CCC)CC.C[N+]1([O-])CCOCC1.